Dataset: Reaction yield outcomes from USPTO patents with 853,638 reactions. Task: Predict the reaction yield, written as a fraction of the theoretical maximum amount of product (1.0 means a 100% yield; for example, 0.34 means a 34% yield). (1) The reactants are [CH3:1][N:2]([C@@H:18]([C:25]1[CH:30]=[CH:29][CH:28]=[C:27]([NH2:31])[CH:26]=1)[CH2:19][N:20]1[CH2:24][CH2:23][CH2:22][CH2:21]1)[C:3](=[O:17])[CH:4]([C:11]1[CH:16]=[CH:15][CH:14]=[CH:13][CH:12]=1)[C:5]1[CH:10]=[CH:9][CH:8]=[CH:7][CH:6]=1.C(N(C(C)C)CC)(C)C.Cl.CN(C)CCCN=C=NCC.[CH3:53][O:54][CH2:55][CH2:56][O:57][CH2:58][CH2:59][O:60][CH2:61][CH2:62][O:63][CH2:64][CH2:65][O:66][CH2:67][CH2:68][O:69][CH2:70][C:71](O)=[O:72]. The catalyst is ClCCl. The product is [C:5]1([CH:4]([C:11]2[CH:16]=[CH:15][CH:14]=[CH:13][CH:12]=2)[C:3]([N:2]([CH3:1])[C@@H:18]([C:25]2[CH:26]=[C:27]([NH:31][C:71](=[O:72])[CH2:70][O:69][CH2:68][CH2:67][O:66][CH2:65][CH2:64][O:63][CH2:62][CH2:61][O:60][CH2:59][CH2:58][O:57][CH2:56][CH2:55][O:54][CH3:53])[CH:28]=[CH:29][CH:30]=2)[CH2:19][N:20]2[CH2:24][CH2:23][CH2:22][CH2:21]2)=[O:17])[CH:10]=[CH:9][CH:8]=[CH:7][CH:6]=1. The yield is 0.270. (2) The reactants are [CH3:1][C:2]1[CH:7]=[CH:6][CH:5]=[CH:4][C:3]=1[C:8]1[C:13]2[CH2:14][CH:15]([CH2:17][NH2:18])[O:16][C:12]=2[CH:11]=[CH:10][CH:9]=1.C(N(C(C)C)CC)(C)C.Cl[C:29]([O:31][CH2:32][C:33]1[CH:38]=[CH:37][CH:36]=[CH:35][CH:34]=1)=[O:30].C1(C2C3OC(CNC(=O)OCC4C=CC=CC=4)CC=3C=CC=2)CCCC1. No catalyst specified. The product is [CH2:32]([O:31][C:29](=[O:30])[NH:18][CH2:17][CH:15]1[CH2:14][C:13]2[C:8]([C:3]3[CH:4]=[CH:5][CH:6]=[CH:7][C:2]=3[CH3:1])=[CH:9][CH:10]=[CH:11][C:12]=2[O:16]1)[C:33]1[CH:38]=[CH:37][CH:36]=[CH:35][CH:34]=1. The yield is 0.820. (3) The reactants are [C:1]([O:5][C:6]([NH:8][CH:9]([C:13]([O:16][CH3:17])([CH3:15])[CH3:14])[C:10]([OH:12])=[O:11])=[O:7])(C)(C)C.Cl.[OH-].[Na+].ClC(OC)=O. The catalyst is O1CCOCC1. The product is [CH3:17][O:16][C:13]([CH3:15])([CH3:14])[CH:9]([NH:8][C:6]([O:5][CH3:1])=[O:7])[C:10]([OH:12])=[O:11]. The yield is 0.650. (4) No catalyst specified. The yield is 0.210. The reactants are [C:1]([Si:5]([CH3:15])([CH3:14])[O:6][C:7]1[CH:12]=[CH:11][C:10]([OH:13])=[CH:9][CH:8]=1)([CH3:4])([CH3:3])[CH3:2].[CH2:16]([CH:18]1[O:20][CH2:19]1)Br. The product is [C:1]([Si:5]([CH3:15])([CH3:14])[O:6][C:7]1[CH:8]=[CH:9][C:10]([O:13][CH2:16][CH:18]2[CH2:19][O:20]2)=[CH:11][CH:12]=1)([CH3:4])([CH3:3])[CH3:2]. (5) The reactants are [NH2:1][C:2]1[CH:6]=[C:5]([CH:7]2[CH2:12][CH2:11][C:10]3([C:20]4[C:15](=[CH:16][CH:17]=[N:18][CH:19]=4)[C:14](=[O:21])[O:13]3)[CH2:9][CH2:8]2)[NH:4][N:3]=1.[CH2:22](Cl)[C:23]([C:25]1[CH:30]=[CH:29][CH:28]=[CH:27][CH:26]=1)=[O:24].C(=O)([O-])[O-].[K+].[K+].C(OCC)(=O)C. The catalyst is CN(C)C=O. The product is [NH2:1][C:2]1[N:3]([CH2:22][C:23]([C:25]2[CH:30]=[CH:29][CH:28]=[CH:27][CH:26]=2)=[O:24])[N:4]=[C:5]([CH:7]2[CH2:12][CH2:11][C:10]3([C:20]4[C:15](=[CH:16][CH:17]=[N:18][CH:19]=4)[C:14](=[O:21])[O:13]3)[CH2:9][CH2:8]2)[CH:6]=1. The yield is 0.104. (6) The reactants are [NH2:1][C:2]1[CH:3]=[C:4]([CH:19]=[CH:20][CH:21]=1)[O:5][C:6]1[CH:7]=[CH:8][C:9]2[N:10]([CH:12]=[C:13]([C:15]([NH:17][CH3:18])=[O:16])[N:14]=2)[N:11]=1.[CH3:22][N:23]1[C:27]([C:28](Cl)=[O:29])=[CH:26][C:25]([CH3:31])=[N:24]1.O. The catalyst is CN(C)C(=O)C. The product is [CH3:22][N:23]1[C:27]([C:28]([NH:1][C:2]2[CH:3]=[C:4]([CH:19]=[CH:20][CH:21]=2)[O:5][C:6]2[CH:7]=[CH:8][C:9]3[N:10]([CH:12]=[C:13]([C:15]([NH:17][CH3:18])=[O:16])[N:14]=3)[N:11]=2)=[O:29])=[CH:26][C:25]([CH3:31])=[N:24]1. The yield is 0.730. (7) The reactants are [N:1]([C:4]1[CH:19]=[CH:18][C:7]([C:8]([NH:10][CH2:11][C:12]2[CH:17]=[CH:16][CH:15]=[CH:14][CH:13]=2)=[O:9])=[CH:6][CH:5]=1)=[N+:2]=[N-:3].O=[C:21]([CH2:28][CH2:29][CH3:30])[CH2:22][C:23]([O:25]CC)=[O:24].[O-]CC.[Na+].O. The catalyst is C(O)C. The product is [CH2:11]([NH:10][C:8]([C:7]1[CH:18]=[CH:19][C:4]([N:1]2[C:21]([CH2:28][CH2:29][CH3:30])=[C:22]([C:23]([OH:25])=[O:24])[N:3]=[N:2]2)=[CH:5][CH:6]=1)=[O:9])[C:12]1[CH:17]=[CH:16][CH:15]=[CH:14][CH:13]=1. The yield is 0.913.